Dataset: Forward reaction prediction with 1.9M reactions from USPTO patents (1976-2016). Task: Predict the product of the given reaction. (1) The product is: [O:11]=[C:10]1[N:9]([S:6]([Cl:5])(=[O:8])=[O:7])[CH2:2][CH2:3][O:4]1. Given the reactants Br[CH2:2][CH2:3][OH:4].[Cl:5][S:6]([N:9]=[C:10]=[O:11])(=[O:8])=[O:7], predict the reaction product. (2) Given the reactants [NH2:1][CH:2]1[N:8]=[C:7]([C:9]2[CH:14]=[CH:13][CH:12]=[CH:11][CH:10]=2)[C:6]2[CH:15]=[CH:16][CH:17]=[CH:18][C:5]=2[N:4]([CH3:19])[C:3]1=[O:20].[CH3:21][CH:22]([C:26]([NH:28][CH2:29][C:30]1[CH:35]=[CH:34][CH:33]=[CH:32][CH:31]=1)=[O:27])[C:23](O)=[O:24], predict the reaction product. The product is: [CH2:29]([NH:28][C:26](=[O:27])[CH:22]([CH3:21])[C:23]([NH:1][CH:2]1[C:3](=[O:20])[N:4]([CH3:19])[C:5]2[CH:18]=[CH:17][CH:16]=[CH:15][C:6]=2[C:7]([C:9]2[CH:14]=[CH:13][CH:12]=[CH:11][CH:10]=2)=[N:8]1)=[O:24])[C:30]1[CH:35]=[CH:34][CH:33]=[CH:32][CH:31]=1. (3) Given the reactants Cl[C:2]1[N:7]=[C:6]([C:8]2[S:12][C:11]([CH2:13][S:14]([C:17]([CH3:20])([CH3:19])[CH3:18])(=[O:16])=[O:15])=[N:10][C:9]=2[C:21]2[CH:22]=[C:23]([NH:27][C:28](=[O:37])[C:29]3[C:34]([F:35])=[CH:33][CH:32]=[CH:31][C:30]=3[F:36])[CH:24]=[CH:25][CH:26]=2)[CH:5]=[CH:4][N:3]=1.Cl.[Cl:39][C:40]1[CH:41]=[C:42]([NH2:54])[CH:43]=[CH:44][C:45]=1[O:46][CH2:47][CH2:48][N:49]1[CH2:53][CH2:52][CH2:51][CH2:50]1, predict the reaction product. The product is: [Cl:39][C:40]1[CH:41]=[C:42]([NH:54][C:2]2[N:7]=[C:6]([C:8]3[S:12][C:11]([CH2:13][S:14]([C:17]([CH3:18])([CH3:20])[CH3:19])(=[O:16])=[O:15])=[N:10][C:9]=3[C:21]3[CH:22]=[C:23]([NH:27][C:28](=[O:37])[C:29]4[C:34]([F:35])=[CH:33][CH:32]=[CH:31][C:30]=4[F:36])[CH:24]=[CH:25][CH:26]=3)[CH:5]=[CH:4][N:3]=2)[CH:43]=[CH:44][C:45]=1[O:46][CH2:47][CH2:48][N:49]1[CH2:50][CH2:51][CH2:52][CH2:53]1. (4) Given the reactants [CH3:1][O:2][C:3]1[CH:4]=[C:5]([NH:11][C:12]2[N:17]=[C:16]([N:18]3[C:22]([CH3:23])=[CH:21][C:20]([C:24]([F:27])([F:26])[F:25])=[N:19]3)[C:15]([C:28]3[CH:29]=[N:30][C:31]([O:38][CH3:39])=[C:32]([CH:37]=3)/[C:33](=[N:35]\[OH:36])/[NH2:34])=[CH:14][N:13]=2)[CH:6]=[C:7]([O:9][CH3:10])[CH:8]=1.N1([C:45](N2C=CN=C2)=[S:46])C=CN=C1.C1CCN2C(=NCCC2)CC1, predict the reaction product. The product is: [CH3:10][O:9][C:7]1[CH:6]=[C:5]([NH:11][C:12]2[N:17]=[C:16]([N:18]3[C:22]([CH3:23])=[CH:21][C:20]([C:24]([F:26])([F:25])[F:27])=[N:19]3)[C:15]([C:28]3[CH:37]=[C:32]([C:33]4[NH:34][C:45](=[S:46])[O:36][N:35]=4)[C:31]([O:38][CH3:39])=[N:30][CH:29]=3)=[CH:14][N:13]=2)[CH:4]=[C:3]([O:2][CH3:1])[CH:8]=1. (5) Given the reactants [CH2:1]([C:3]1[CH:8]=[C:7]([F:9])[CH:6]=[CH:5][C:4]=1[NH:10][C:11]1[N:16]=[CH:15][C:14]2[N:17]=[CH:18][N:19]([CH3:20])[C:13]=2[CH:12]=1)[CH3:2].[H-].[Na+].I[CH3:24], predict the reaction product. The product is: [CH2:1]([C:3]1[CH:8]=[C:7]([F:9])[CH:6]=[CH:5][C:4]=1[N:10]([CH3:24])[C:11]1[N:16]=[CH:15][C:14]2[N:17]=[CH:18][N:19]([CH3:20])[C:13]=2[CH:12]=1)[CH3:2]. (6) Given the reactants [CH3:1][CH:2](/[CH:4]=[CH:5]/[CH2:6][CH2:7][CH2:8][CH2:9][C:10]([NH:12][CH2:13][C:14]1[CH:15]=[CH:16][C:17]([OH:22])=[C:18]([O:20][CH3:21])[CH:19]=1)=[O:11])[CH3:3].C(N(CC)CC)C.[Al].[C:31](Cl)(=[O:47])[CH2:32][CH2:33][CH2:34][CH2:35][CH2:36][CH2:37][CH2:38][CH2:39][CH2:40][CH2:41][CH2:42][CH2:43][CH2:44][CH2:45][CH3:46], predict the reaction product. The product is: [CH3:46][CH2:45][CH2:44][CH2:43][CH2:42][CH2:41][CH2:40][CH2:39][CH2:38][CH2:37][CH2:36][CH2:35][CH2:34][CH2:33][CH2:32][C:31]([O:22][C:17]1[CH:16]=[CH:15][C:14]([CH2:13][NH:12][C:10]([CH2:9][CH2:8][CH2:7][CH2:6]/[CH:5]=[CH:4]/[CH:2]([CH3:1])[CH3:3])=[O:11])=[CH:19][C:18]=1[O:20][CH3:21])=[O:47]. (7) Given the reactants [OH-].[OH-].[C:3]1([B+2])[CH:8]=[CH:7][CH:6]=[CH:5][CH:4]=1.[F-].[Cs+].Cl[C:13]1[CH:18]=[CH:17][C:16](C)=[CH:15][CH:14]=1.O1CCOC[CH2:21]1, predict the reaction product. The product is: [CH3:21][C:3]1[CH:8]=[CH:7][C:6]([C:13]2[CH:18]=[CH:17][CH:16]=[CH:15][CH:14]=2)=[CH:5][CH:4]=1. (8) Given the reactants [OH:1][CH2:2][C:3](=[CH2:17])[C:4]([O:6][CH:7]1[CH2:15][CH:14]2[CH2:16][CH:8]1[CH:9]1[CH:13]2[CH2:12][CH2:11][CH2:10]1)=[O:5].N1C=CC=CC=1.[C:24](OC(=O)C)(=[O:26])[CH3:25], predict the reaction product. The product is: [C:24]([O:1][CH2:2][C:3](=[CH2:17])[C:4]([O:6][CH:7]1[CH2:15][CH:14]2[CH2:16][CH:8]1[CH:9]1[CH:13]2[CH2:12][CH2:11][CH2:10]1)=[O:5])(=[O:26])[CH3:25]. (9) Given the reactants C([O-])([O-])=O.[Na+].[Na+].[CH3:7][C@H:8]1[C:15]([S:16][C@@H:17]2[CH2:21][NH:20][C@H:19]([C:22]([N:24]([CH3:26])[CH3:25])=[O:23])[CH2:18]2)=[C:14]([C:27]([OH:29])=[O:28])[N:13]2[C@H:9]1[C@@H:10]([C@H:30]([OH:32])[CH3:31])[C:11]2=[O:12].C(=O)([O-])N, predict the reaction product. The product is: [CH3:7][C@H:8]1[C:15]([S:16][C@@H:17]2[CH2:21][NH:20][C@H:19]([C:22]([N:24]([CH3:25])[CH3:26])=[O:23])[CH2:18]2)=[C:14]([C:27]([OH:29])=[O:28])[N:13]2[C@H:9]1[C@@H:10]([C@H:30]([OH:32])[CH3:31])[C:11]2=[O:12].